Dataset: TCR-epitope binding with 47,182 pairs between 192 epitopes and 23,139 TCRs. Task: Binary Classification. Given a T-cell receptor sequence (or CDR3 region) and an epitope sequence, predict whether binding occurs between them. (1) The epitope is FLNRFTTTL. The TCR CDR3 sequence is CASSLAGLAHEQYF. Result: 0 (the TCR does not bind to the epitope). (2) The epitope is NYSGVVTTVMF. The TCR CDR3 sequence is CASSQDSGELNEQFF. Result: 1 (the TCR binds to the epitope). (3) The epitope is CLGGLLTMV. The TCR CDR3 sequence is CASSRGDTEAFF. Result: 0 (the TCR does not bind to the epitope). (4) The epitope is SEVGPEHSLAEY. The TCR CDR3 sequence is CASSLIQGTDTQYF. Result: 1 (the TCR binds to the epitope). (5) The epitope is VLWAHGFEL. The TCR CDR3 sequence is CASSLEGWAPTDTQYF. Result: 1 (the TCR binds to the epitope). (6) The epitope is ATDALMTGY. The TCR CDR3 sequence is CAISESTAGNNEQFF. Result: 1 (the TCR binds to the epitope). (7) The epitope is KAYNVTQAF. The TCR CDR3 sequence is CASSSTRYNEQFF. Result: 1 (the TCR binds to the epitope). (8) The epitope is KLSYGIATV. The TCR CDR3 sequence is CASSPQGFSYEQYF. Result: 0 (the TCR does not bind to the epitope). (9) Result: 1 (the TCR binds to the epitope). The epitope is RAKFKQLL. The TCR CDR3 sequence is CSVGSGEDNEQFF. (10) The epitope is TPRVTGGGAM. The TCR CDR3 sequence is CASSLGAEQYF. Result: 0 (the TCR does not bind to the epitope).